Task: Predict the reaction yield, written as a fraction of the theoretical maximum amount of product (1.0 means a 100% yield; for example, 0.34 means a 34% yield).. Dataset: Reaction yield outcomes from USPTO patents with 853,638 reactions (1) The reactants are C(O[CH:4]1[CH2:9][CH2:8][CH2:7][N:6]([C:10]2[N:11]=[C:12]3[CH:22]=[C:21]([CH2:23][CH2:24][C:25]4[S:26][CH:27]=[C:28]([CH:30]([CH3:32])[CH3:31])[N:29]=4)[C:20]([F:33])=[CH:19][N:13]3[C:14](=[O:18])[C:15]=2[CH:16]=O)[CH2:5]1)=O.C([O:38][C:39]([CH:41]=P(C1C=CC=CC=1)(C1C=CC=CC=1)C1C=CC=CC=1)=[O:40])(C)(C)C.[O:61]1CCCC1. No catalyst specified. The product is [F:33][C:20]1[C:21]([CH2:23][CH2:24][C:25]2[S:26][CH:27]=[C:28]([CH:30]([CH3:31])[CH3:32])[N:29]=2)=[CH:22][C:12]2[N:13]([CH:19]=1)[C:14](=[O:18])[C:15](/[CH:16]=[CH:41]/[C:39]([OH:38])=[O:40])=[C:10]([N:6]1[CH2:7][CH2:8][CH2:9][CH:4]([OH:61])[CH2:5]1)[N:11]=2. The yield is 0.840. (2) The reactants are [C:1]([N:4]1[CH2:9][CH2:8][CH:7]([C:10]([OH:12])=O)[CH2:6][CH2:5]1)(=[O:3])[CH3:2].CN(C(ON1N=NC2C=CC=NC1=2)=[N+](C)C)C.F[P-](F)(F)(F)(F)F.CCN(C(C)C)C(C)C.[C:46]1([C@@H:52]2[NH:58][CH2:57][C:56]3[CH:59]=[CH:60][C:61]([C:63]([O:65][CH3:66])=[O:64])=[CH:62][C:55]=3[O:54][CH2:53]2)[CH:51]=[CH:50][CH:49]=[CH:48][CH:47]=1. The catalyst is CN(C=O)C.O. The product is [C:1]([N:4]1[CH2:5][CH2:6][CH:7]([C:10]([N:58]2[CH2:57][C:56]3[CH:59]=[CH:60][C:61]([C:63]([O:65][CH3:66])=[O:64])=[CH:62][C:55]=3[O:54][CH2:53][C@@H:52]2[C:46]2[CH:47]=[CH:48][CH:49]=[CH:50][CH:51]=2)=[O:12])[CH2:8][CH2:9]1)(=[O:3])[CH3:2]. The yield is 0.290.